From a dataset of Forward reaction prediction with 1.9M reactions from USPTO patents (1976-2016). Predict the product of the given reaction. (1) Given the reactants [F:1][C:2]([F:21])([F:20])[C:3]([N:5]([CH3:19])[C:6]1[N:7]=[C:8]2[CH:13]=[CH:12][C:11]([N+:14]([O-])=O)=[CH:10][N:9]2[C:17]=1[CH3:18])=[O:4].[F:22][C:23]([F:40])([F:39])[C:24]1[CH:29]=[CH:28][C:27]([C:30]2[CH:35]=[CH:34][C:33]([C:36](O)=[O:37])=[CH:32][CH:31]=2)=[CH:26][CH:25]=1, predict the reaction product. The product is: [CH3:18][C:17]1[N:9]2[CH:10]=[C:11]([NH:14][C:36]([C:33]3[CH:32]=[CH:31][C:30]([C:27]4[CH:28]=[CH:29][C:24]([C:23]([F:22])([F:39])[F:40])=[CH:25][CH:26]=4)=[CH:35][CH:34]=3)=[O:37])[CH:12]=[CH:13][C:8]2=[N:7][C:6]=1[N:5]([CH3:19])[C:3](=[O:4])[C:2]([F:21])([F:20])[F:1]. (2) Given the reactants Cl.O.[Cl:3][C:4]1[CH:36]=[N:35][CH:34]=[CH:33][C:5]=1[C:6]([NH:8][C:9]12[C:27](=[O:28])[C:26]3[C:21](=[CH:22][CH:23]=[CH:24][C:25]=3[N+:29]([O-])=O)[C:10]1([OH:32])[O:11][C:12]1[CH:17]=[C:16]([CH:18]([CH3:20])[CH3:19])[CH:15]=[CH:14][C:13]=12)=[O:7], predict the reaction product. The product is: [NH2:29][C:25]1[CH:24]=[CH:23][CH:22]=[C:21]2[C:26]=1[C:27](=[O:28])[C:9]1([NH:8][C:6](=[O:7])[C:5]3[CH:33]=[CH:34][N:35]=[CH:36][C:4]=3[Cl:3])[C:13]3[CH:14]=[CH:15][C:16]([CH:18]([CH3:20])[CH3:19])=[CH:17][C:12]=3[O:11][C:10]12[OH:32]. (3) Given the reactants [CH2:1]([O:3][C:4](=[O:29])[CH2:5][C:6]1[CH:11]=[CH:10][C:9]([O:12][CH3:13])=[C:8]([O:14][C:15]2[CH:20]=[CH:19][C:18]([N+:21]([O-])=O)=[CH:17][C:16]=2[CH2:24][S:25][CH:26]([CH3:28])[CH3:27])[CH:7]=1)[CH3:2].[Cl:30][C:31]1[CH:39]=[CH:38][C:34]([C:35](Cl)=[O:36])=[CH:33][CH:32]=1, predict the reaction product. The product is: [CH2:1]([O:3][C:4](=[O:29])[CH2:5][C:6]1[CH:11]=[CH:10][C:9]([O:12][CH3:13])=[C:8]([O:14][C:15]2[CH:20]=[CH:19][C:18]([NH:21][C:35](=[O:36])[C:34]3[CH:38]=[CH:39][C:31]([Cl:30])=[CH:32][CH:33]=3)=[CH:17][C:16]=2[CH2:24][S:25][CH:26]([CH3:28])[CH3:27])[CH:7]=1)[CH3:2]. (4) Given the reactants Br[CH2:2][C:3]([NH:5][C:6]1[C:11](Br)=[N:10][C:9]([Br:13])=[CH:8][N:7]=1)=[O:4].Cl.[O:15]1[CH2:20][CH2:19][CH:18]([CH2:21][CH2:22][NH2:23])[CH2:17][CH2:16]1.C(N(C(C)C)CC)(C)C, predict the reaction product. The product is: [Br:13][C:9]1[N:10]=[C:11]2[N:23]([CH2:22][CH2:21][CH:18]3[CH2:19][CH2:20][O:15][CH2:16][CH2:17]3)[CH2:2][C:3](=[O:4])[NH:5][C:6]2=[N:7][CH:8]=1. (5) Given the reactants [Cl:1][C:2]1[CH:18]=[C:17]([C:19]#[N:20])[CH:16]=[C:15]([F:21])[C:3]=1[C:4](Cl)=[N:5][C:6]1[CH:11]=[CH:10][N:9]=[C:8]([Cl:12])[C:7]=1F.NC(N)=[S:24].N1C=CC=CC=1.C(N(CC)CC)C, predict the reaction product. The product is: [Cl:1][C:2]1[CH:18]=[C:17]([CH:16]=[C:15]([F:21])[C:3]=1[C:4]1[S:24][C:7]2[C:8]([Cl:12])=[N:9][CH:10]=[CH:11][C:6]=2[N:5]=1)[C:19]#[N:20]. (6) Given the reactants [F:1][C:2]1[CH:19]=[C:18]([I:20])[CH:17]=[CH:16][C:3]=1[NH:4][C:5]1[C:6]([C:13]([OH:15])=O)=[CH:7][N:8]([CH3:12])[C:9](=[O:11])[CH:10]=1.C1N=CN(C(N2C=NC=C2)=O)C=1.[NH2:33][CH2:34][CH:35]([OH:38])[CH2:36][OH:37], predict the reaction product. The product is: [OH:38][CH:35]([CH2:36][OH:37])[CH2:34][NH:33][C:13]([C:6]1[C:5]([NH:4][C:3]2[CH:16]=[CH:17][C:18]([I:20])=[CH:19][C:2]=2[F:1])=[CH:10][C:9](=[O:11])[N:8]([CH3:12])[CH:7]=1)=[O:15]. (7) The product is: [CH3:1][N:2]1[CH2:7][CH2:6][N:5]([CH2:8][CH2:9][SH:13])[CH2:4][CH2:3]1. Given the reactants [CH3:1][N:2]1[CH2:7][CH2:6][N:5]([CH2:8][CH2:9]Cl)[CH2:4][CH2:3]1.NC(N)=[S:13].[OH-].[Na+], predict the reaction product. (8) The product is: [N:17]1([CH2:6][C:7]2[CH:16]=[CH:15][C:10]3[N:11]=[C:12]([NH:11][C@@H:10]4[CH2:9][CH2:8][CH2:7][CH2:6][C@H:26]4[OH:29])[S:13][C:9]=3[CH:8]=2)[C:25]2[C:20](=[N:21][CH:22]=[CH:23][CH:24]=2)[N:19]=[CH:18]1. Given the reactants CS(O[CH2:6][C:7]1[CH:16]=[CH:15][C:10]2[N:11]=[C:12](Br)[S:13][C:9]=2[CH:8]=1)(=O)=O.[NH:17]1[C:25]2[C:20](=[N:21][CH:22]=[CH:23][CH:24]=2)[N:19]=[CH:18]1.[C:26](=[O:29])([O-])[O-].[K+].[K+], predict the reaction product. (9) Given the reactants Br[C:2]1[CH:3]=[C:4]2[C:8](=[C:9]([C:11]([NH2:13])=[O:12])[CH:10]=1)[NH:7][CH:6]=[C:5]2[CH:14]1[CH2:18][CH2:17][S:16](=[O:20])(=[O:19])[CH2:15]1.[S:21]1[CH:25]=[CH:24][CH:23]=[C:22]1B(O)O.C(=O)([O-])[O-].[K+].[K+], predict the reaction product. The product is: [O:19]=[S:16]1(=[O:20])[CH2:17][CH2:18][CH:14]([C:5]2[C:4]3[C:8](=[C:9]([C:11]([NH2:13])=[O:12])[CH:10]=[C:2]([C:22]4[S:21][CH:25]=[CH:24][CH:23]=4)[CH:3]=3)[NH:7][CH:6]=2)[CH2:15]1. (10) Given the reactants Cl[C:2]1[C:7]([N+:8]([O-:10])=[O:9])=[C:6]([CH3:11])[CH:5]=[CH:4][N:3]=1.[Cl:12][C:13]1[CH:18]=[C:17]([Cl:19])[CH:16]=[CH:15][C:14]=1B(O)O.OP([O-])([O-])=O.[K+].[K+], predict the reaction product. The product is: [Cl:12][C:13]1[CH:18]=[C:17]([Cl:19])[CH:16]=[CH:15][C:14]=1[C:2]1[C:7]([N+:8]([O-:10])=[O:9])=[C:6]([CH3:11])[CH:5]=[CH:4][N:3]=1.